From a dataset of Peptide-MHC class I binding affinity with 185,985 pairs from IEDB/IMGT. Regression. Given a peptide amino acid sequence and an MHC pseudo amino acid sequence, predict their binding affinity value. This is MHC class I binding data. (1) The peptide sequence is RLAPEPVYT. The MHC is HLA-B46:01 with pseudo-sequence HLA-B46:01. The binding affinity (normalized) is 0.0847. (2) The MHC is HLA-B57:01 with pseudo-sequence HLA-B57:01. The binding affinity (normalized) is 0.458. The peptide sequence is QSSITEAELT. (3) The peptide sequence is SSSGMDAYY. The MHC is HLA-B08:01 with pseudo-sequence HLA-B08:01. The binding affinity (normalized) is 0.0847. (4) The peptide sequence is GTFLCANEY. The MHC is HLA-A23:01 with pseudo-sequence HLA-A23:01. The binding affinity (normalized) is 0.0293. (5) The peptide sequence is STPMTEYII. The MHC is HLA-A02:01 with pseudo-sequence HLA-A02:01. The binding affinity (normalized) is 0. (6) The peptide sequence is ASSSNYNTY. The MHC is HLA-A02:03 with pseudo-sequence HLA-A02:03. The binding affinity (normalized) is 0.0847.